Dataset: Forward reaction prediction with 1.9M reactions from USPTO patents (1976-2016). Task: Predict the product of the given reaction. (1) Given the reactants Br[C:2]1[CH:3]=[CH:4][C:5]([C:8]2[CH:12]=[C:11]([C:13]3[CH:18]=[CH:17][CH:16]=[CH:15][N:14]=3)[N:10]([CH2:19][C:20]3[CH:25]=[CH:24][CH:23]=[CH:22][C:21]=3[F:26])[N:9]=2)=[N:6][CH:7]=1.[CH3:27][S:28]([O-:30])=[O:29].[Na+].[NH4+].[Cl-].C([O-])(O)=O.[Na+], predict the reaction product. The product is: [F:26][C:21]1[CH:22]=[CH:23][CH:24]=[CH:25][C:20]=1[CH2:19][N:10]1[C:11]([C:13]2[CH:18]=[CH:17][CH:16]=[CH:15][N:14]=2)=[CH:12][C:8]([C:5]2[CH:4]=[CH:3][C:2]([S:28]([CH3:27])(=[O:30])=[O:29])=[CH:7][N:6]=2)=[N:9]1. (2) Given the reactants [CH3:1][C:2]1([CH3:21])[O:7][CH2:6][CH:5]([N:8]2[C:13](=[O:14])[CH2:12][NH:11][C:10]3[CH:15]=[CH:16][C:17]([O:19][CH3:20])=[N:18][C:9]2=3)[CH2:4][O:3]1, predict the reaction product. The product is: [CH3:1][C:2]1([CH3:21])[O:3][CH2:4][CH:5]([N:8]2[C:13](=[O:14])[CH:12]=[N:11][C:10]3[CH:15]=[CH:16][C:17]([O:19][CH3:20])=[N:18][C:9]2=3)[CH2:6][O:7]1. (3) Given the reactants [N:1]1([C:7]2[CH:12]=[CH:11][C:10]([C:13]3[N:18]=[CH:17][CH:16]=[CH:15][N:14]=3)=[CH:9][CH:8]=2)[CH2:6][CH2:5][NH:4][CH2:3][CH2:2]1.[CH3:19][O:20][C:21]([CH:23]1[CH2:27][CH2:26][N:25]([CH2:28][C:29](O)=[O:30])[CH2:24]1)=[O:22].C(N(CC)CC)C.ON1C2C=CC=CC=2N=N1.Cl.CN(C)CCCN=C=NCC, predict the reaction product. The product is: [CH3:19][O:20][C:21]([CH:23]1[CH2:27][CH2:26][N:25]([CH2:28][C:29](=[O:30])[N:4]2[CH2:5][CH2:6][N:1]([C:7]3[CH:12]=[CH:11][C:10]([C:13]4[N:14]=[CH:15][CH:16]=[CH:17][N:18]=4)=[CH:9][CH:8]=3)[CH2:2][CH2:3]2)[CH2:24]1)=[O:22]. (4) The product is: [C:43]([O:42][C:36](=[O:41])[CH:37]([C:27]1[CH:28]=[CH:29][C:30]2[S:34][CH:33]=[CH:32][C:31]=2[CH:35]=1)[C:38]([O:40][C:10]([CH3:11])([CH3:12])[CH3:13])=[O:39])([CH3:46])([CH3:44])[CH3:45]. Given the reactants [C:10](P([C:10]([CH3:13])([CH3:12])[CH3:11])[C:10]([CH3:13])([CH3:12])[CH3:11])([CH3:13])([CH3:12])[CH3:11].CCCCCC.C(=O)([O-])[O-].[Cs+].[Cs+].Br[C:27]1[CH:28]=[CH:29][C:30]2[S:34][CH:33]=[CH:32][C:31]=2[CH:35]=1.[C:36]([O:42][C:43]([CH3:46])([CH3:45])[CH3:44])(=[O:41])[CH2:37][C:38]([O-:40])=[O:39].Cl, predict the reaction product. (5) The product is: [CH3:1][O:2][C:3]([C:5]1([C:8]2[CH:9]=[CH:10][C:11]([C:14]3[CH:19]=[CH:18][C:17]([C:20]4[CH:21]=[N:22][N:23]([CH3:26])[C:24]=4[NH:25][C:35](=[O:36])[CH2:34][C@@H:33]([C:27]4[CH:32]=[CH:31][CH:30]=[CH:29][CH:28]=4)[CH3:38])=[CH:16][CH:15]=3)=[CH:12][CH:13]=2)[CH2:6][CH2:7]1)=[O:4]. Given the reactants [CH3:1][O:2][C:3]([C:5]1([C:8]2[CH:13]=[CH:12][C:11]([C:14]3[CH:19]=[CH:18][C:17]([C:20]4[CH:21]=[N:22][N:23]([CH3:26])[C:24]=4[NH2:25])=[CH:16][CH:15]=3)=[CH:10][CH:9]=2)[CH2:7][CH2:6]1)=[O:4].[C:27]1([C@@H:33]([CH3:38])[CH2:34][C:35](Cl)=[O:36])[CH:32]=[CH:31][CH:30]=[CH:29][CH:28]=1, predict the reaction product. (6) Given the reactants Cl[C:2]1[N:7]=[C:6]([N:8]([C:18]2[C:23]([CH3:24])=[CH:22][CH:21]=[CH:20][C:19]=2[CH3:25])[C:9]2[NH:13][C:12]3[CH:14]=[CH:15][CH:16]=[CH:17][C:11]=3[N:10]=2)[CH:5]=[CH:4][N:3]=1.[CH3:26][O:27][C:28]1[CH:29]=[C:30]([NH2:46])[CH:31]=[C:32]([O:44][CH3:45])[C:33]=1[O:34][CH2:35][CH2:36][N:37]1[CH2:42][CH2:41][N:40]([CH3:43])[CH2:39][CH2:38]1.[OH-].[Na+], predict the reaction product. The product is: [NH:10]1[C:11]2[CH:17]=[CH:16][CH:15]=[CH:14][C:12]=2[N:13]=[C:9]1[N:8]([C:18]1[C:23]([CH3:24])=[CH:22][CH:21]=[CH:20][C:19]=1[CH3:25])[C:6]1[CH:5]=[CH:4][N:3]=[C:2]([NH:46][C:30]2[CH:29]=[C:28]([O:27][CH3:26])[C:33]([O:34][CH2:35][CH2:36][N:37]3[CH2:38][CH2:39][N:40]([CH3:43])[CH2:41][CH2:42]3)=[C:32]([O:44][CH3:45])[CH:31]=2)[N:7]=1.